This data is from Full USPTO retrosynthesis dataset with 1.9M reactions from patents (1976-2016). The task is: Predict the reactants needed to synthesize the given product. (1) Given the product [NH:4]1[C:5]([C:6]2[CH:11]=[CH:10][C:9]([NH:12][C:13]([C@@H:15]3[C@@H:19]([C:20]4[CH:25]=[CH:24][CH:23]=[C:22]([Cl:26])[C:21]=4[F:27])[C@@:18]([C:30]4[CH:35]=[CH:34][C:33]([Cl:36])=[CH:32][C:31]=4[F:37])([C:28]#[N:29])[C@@H:17]([CH2:38][C:39]([CH3:42])([CH3:41])[CH3:40])[NH:16]3)=[O:14])=[CH:8][CH:7]=2)=[N:1][N:2]=[N:3]1, predict the reactants needed to synthesize it. The reactants are: [NH:1]1[C:5]([C:6]2[CH:11]=[CH:10][C:9]([NH:12][C:13]([CH:15]3[CH:19]([C:20]4[CH:25]=[CH:24][CH:23]=[C:22]([Cl:26])[C:21]=4[F:27])[C:18]([C:30]4[CH:35]=[CH:34][C:33]([Cl:36])=[CH:32][C:31]=4[F:37])([C:28]#[N:29])[CH:17]([CH2:38][C:39]([CH3:42])([CH3:41])[CH3:40])[NH:16]3)=[O:14])=[CH:8][CH:7]=2)=[N:4][N:3]=[N:2]1. (2) Given the product [CH2:2]([O:4][C:5](=[O:9])[C@@H:6]([NH:7][P:10]([O:39][CH2:38][C:35]([CH3:37])([CH3:36])[C@@H:33]([OH:34])[C:32]([NH:31][CH2:30][CH2:29][C:28]([O:42][CH2:43][CH3:44])=[O:41])=[O:40])([O:11][C:12]1[CH:17]=[CH:16][CH:15]=[C:14]([F:18])[CH:13]=1)=[O:19])[CH3:8])[CH3:3], predict the reactants needed to synthesize it. The reactants are: Cl.[CH2:2]([O:4][C:5](=[O:9])[C@H:6]([CH3:8])[NH2:7])[CH3:3].[P:10](Cl)(Cl)(=[O:19])[O:11][C:12]1[CH:17]=[CH:16][CH:15]=[C:14]([F:18])[CH:13]=1.CN1C=CN=C1.[C:28]([O:42][CH2:43][CH3:44])(=[O:41])[CH2:29][CH2:30][NH:31][C:32](=[O:40])[C@@H:33]([C:35]([CH2:38][OH:39])([CH3:37])[CH3:36])[OH:34].